From a dataset of Full USPTO retrosynthesis dataset with 1.9M reactions from patents (1976-2016). Predict the reactants needed to synthesize the given product. (1) Given the product [C:41]([C:40]([C:39]([N:36]1[CH2:35][CH2:34][O:33][CH2:38][CH2:37]1)=[O:43])=[CH:1][C:3]1[CH:32]=[CH:31][C:6]([NH:7][C:8]2[N:9]=[C:10]3[C:16]([C:17]([NH:19][CH:20]([CH3:22])[CH3:21])=[O:18])=[CH:15][N:14]([CH2:23][O:24][CH2:25][CH2:26][Si:27]([CH3:28])([CH3:30])[CH3:29])[C:11]3=[N:12][CH:13]=2)=[CH:5][CH:4]=1)#[N:42], predict the reactants needed to synthesize it. The reactants are: [CH:1]([C:3]1[CH:32]=[CH:31][C:6]([NH:7][C:8]2[N:9]=[C:10]3[C:16]([C:17]([NH:19][CH:20]([CH3:22])[CH3:21])=[O:18])=[CH:15][N:14]([CH2:23][O:24][CH2:25][CH2:26][Si:27]([CH3:30])([CH3:29])[CH3:28])[C:11]3=[N:12][CH:13]=2)=[CH:5][CH:4]=1)=O.[O:33]1[CH2:38][CH2:37][N:36]([C:39](=[O:43])[CH2:40][C:41]#[N:42])[CH2:35][CH2:34]1.N1CCCCC1. (2) The reactants are: Br[C:2]1[CH:7]=[C:6]([N+:8]([O-:10])=[O:9])[CH:5]=[CH:4][C:3]=1[S:11]([CH:14]([CH3:16])[CH3:15])(=[O:13])=[O:12].[C:17]([O:21][C:22]([N:24]1[CH:28]=[CH:27][CH:26]=[C:25]1B(O)O)=[O:23])([CH3:20])([CH3:19])[CH3:18].C(=O)([O-])[O-].[Na+].[Na+]. Given the product [CH:14]([S:11]([C:3]1[CH:4]=[CH:5][C:6]([N+:8]([O-:10])=[O:9])=[CH:7][C:2]=1[C:25]1[N:24]([C:22]([O:21][C:17]([CH3:20])([CH3:19])[CH3:18])=[O:23])[CH:28]=[CH:27][CH:26]=1)(=[O:13])=[O:12])([CH3:16])[CH3:15], predict the reactants needed to synthesize it. (3) Given the product [C:10]([CH2:12][CH:13]1[C:19]2[CH:20]=[CH:21][CH:22]=[CH:23][C:18]=2[N:17]([C:24](=[O:42])[C:25]2[CH:26]=[CH:27][C:28]([NH:31][C:32](=[O:41])[CH2:33][O:34][C:35]3[CH:40]=[CH:39][CH:38]=[CH:37][CH:36]=3)=[CH:29][CH:30]=2)[CH2:16][CH2:15][CH2:14]1)([OH:11])=[O:9], predict the reactants needed to synthesize it. The reactants are: CSC.[Cl-].[Al+3].[Cl-].[Cl-].C[O:9][C:10]([CH2:12][CH:13]1[C:19]2[CH:20]=[CH:21][CH:22]=[CH:23][C:18]=2[N:17]([C:24](=[O:42])[C:25]2[CH:30]=[CH:29][C:28]([NH:31][C:32](=[O:41])[CH2:33][O:34][C:35]3[CH:40]=[CH:39][CH:38]=[CH:37][CH:36]=3)=[CH:27][CH:26]=2)[CH2:16][CH2:15][CH2:14]1)=[O:11].Cl. (4) Given the product [C:1]1([CH:7]([O:13][CH2:12][C:11]([F:15])([F:14])[F:10])[CH2:9][OH:8])[CH:2]=[CH:3][CH:4]=[CH:5][CH:6]=1, predict the reactants needed to synthesize it. The reactants are: [C:1]1([C@H:7]2[CH2:9][O:8]2)[CH:6]=[CH:5][CH:4]=[CH:3][CH:2]=1.[F:10][C:11]([F:15])([F:14])[CH2:12][OH:13]. (5) Given the product [N:4]1[CH:3]=[CH:2][C:7](=[O:8])[NH:6][CH:5]=1.[F:20][C:21]1[C:22](=[O:46])[NH:23][C:24]([CH2:33][C:34]([N:36]2[C:37]3[C:42](=[CH:41][C:40]([F:45])=[CH:39][CH:38]=3)[CH2:43][CH:44]2[CH3:2])=[O:35])=[N:25][C:26]=1[N:27]1[CH2:32][CH2:31][O:30][CH2:29][CH2:28]1, predict the reactants needed to synthesize it. The reactants are: F[C:2]1[C:7](=[O:8])[NH:6][C:5](CC([O-])=O)=[N:4][C:3]=1N1CCOCC1.[Na+].[F:20][C:21]1[C:22](=[O:46])[NH:23][C:24]([CH2:33][C:34]([N:36]2[C:44]3[C:39](=[C:40]([F:45])[CH:41]=[CH:42][CH:43]=3)[CH2:38][CH2:37]2)=[O:35])=[N:25][C:26]=1[N:27]1[CH2:32][CH2:31][O:30][CH2:29][CH2:28]1.